This data is from Reaction yield outcomes from USPTO patents with 853,638 reactions. The task is: Predict the reaction yield, written as a fraction of the theoretical maximum amount of product (1.0 means a 100% yield; for example, 0.34 means a 34% yield). (1) The reactants are C[O:2][C:3](=O)[C:4]1[CH:9]=[C:8]([CH2:10][O:11][C:12]2[CH:17]=[CH:16][C:15]([C:18]3[CH:23]=[C:22]([F:24])[C:21]([F:25])=[CH:20][C:19]=3[O:26][CH3:27])=[CH:14][CH:13]=2)[CH:7]=[N:6][CH:5]=1.[H-].[Al+3].[Li+].[H-].[H-].[H-]. The catalyst is C1COCC1. The product is [F:25][C:21]1[C:22]([F:24])=[CH:23][C:18]([C:15]2[CH:14]=[CH:13][C:12]([O:11][CH2:10][C:8]3[CH:9]=[C:4]([CH2:3][OH:2])[CH:5]=[N:6][CH:7]=3)=[CH:17][CH:16]=2)=[C:19]([O:26][CH3:27])[CH:20]=1. The yield is 0.897. (2) The reactants are [F:1][C:2]([F:24])([F:23])[O:3][C:4]1[CH:5]=[C:6]([C:10]2[CH:19]=[CH:18][C:17]3[C:12](=[C:13]([C:20](O)=[O:21])[CH:14]=[CH:15][CH:16]=3)[N:11]=2)[CH:7]=[CH:8][CH:9]=1.CN(C(ON1N=[N:40][C:35]2[CH:36]=[CH:37][CH:38]=[N:39][C:34]1=2)=[N+](C)C)C.F[P-](F)(F)(F)(F)F.NC1C=NC=CC=1.CCN(C(C)C)C(C)C. The catalyst is CN(C=O)C.O. The product is [N:39]1[CH:38]=[CH:37][CH:36]=[C:35]([NH:40][C:20]([C:13]2[CH:14]=[CH:15][CH:16]=[C:17]3[C:12]=2[N:11]=[C:10]([C:6]2[CH:7]=[CH:8][CH:9]=[C:4]([O:3][C:2]([F:24])([F:23])[F:1])[CH:5]=2)[CH:19]=[CH:18]3)=[O:21])[CH:34]=1. The yield is 0.450.